Task: Predict the reactants needed to synthesize the given product.. Dataset: Full USPTO retrosynthesis dataset with 1.9M reactions from patents (1976-2016) (1) Given the product [C:46]1([C:44]2[CH:43]=[CH:42][N:41]=[C:40]([N:24]3[CH2:25][CH:19]4[CH:23]3[CH2:22][N:21]([C:26]([C:28]3[CH:33]=[CH:32][CH:31]=[CH:30][C:29]=3[N:34]3[N:38]=[CH:37][CH:36]=[N:35]3)=[O:27])[CH2:20]4)[N:45]=2)[CH:47]=[CH:48][CH:49]=[CH:50][CH:51]=1, predict the reactants needed to synthesize it. The reactants are: C12N(C3C=NC4C(=CC=CC=4)N=3)CC1CCNC2.[CH:19]12[CH2:25][NH:24][CH:23]1[CH2:22][N:21]([C:26]([C:28]1[CH:33]=[CH:32][CH:31]=[CH:30][C:29]=1[N:34]1[N:38]=[CH:37][CH:36]=[N:35]1)=[O:27])[CH2:20]2.Cl[C:40]1[N:45]=[C:44]([C:46]2[CH:51]=[CH:50][CH:49]=[CH:48][CH:47]=2)[CH:43]=[CH:42][N:41]=1. (2) Given the product [OH:28][CH2:27][CH2:29][NH:30][C:23](=[O:25])[CH2:22][C:19]1[CH:20]=[CH:21][C:16]([C:13]2[N:12]=[C:11]([C:9]3[CH:8]=[C:7]([CH3:26])[N:6]=[C:5]([CH2:1][CH:2]([CH3:4])[CH3:3])[CH:10]=3)[O:15][N:14]=2)=[CH:17][CH:18]=1, predict the reactants needed to synthesize it. The reactants are: [CH2:1]([C:5]1[CH:10]=[C:9]([C:11]2[O:15][N:14]=[C:13]([C:16]3[CH:21]=[CH:20][C:19]([CH2:22][C:23]([OH:25])=O)=[CH:18][CH:17]=3)[N:12]=2)[CH:8]=[C:7]([CH3:26])[N:6]=1)[CH:2]([CH3:4])[CH3:3].[CH2:27]([CH2:29][NH2:30])[OH:28]. (3) Given the product [Br:1][C:2]1[CH:3]=[CH:4][C:5]([C@H:8]2[CH2:12][CH2:11][CH:10]([OH:13])[CH2:9]2)=[CH:6][CH:7]=1, predict the reactants needed to synthesize it. The reactants are: [Br:1][C:2]1[CH:7]=[CH:6][C:5]([C@@H:8]2[CH2:12][CH2:11][C:10](=[O:13])[CH2:9]2)=[CH:4][CH:3]=1.[H-].C([Al+]CC(C)C)C(C)C.[C@H](O)(C([O-])=O)[C@@H](O)C([O-])=O.[Na+].[K+].Cl. (4) Given the product [Cl:1][CH2:2][CH2:3][CH2:4][C:5]1[CH:6]=[C:7]2[C:12](=[CH:13][CH:14]=1)[N:11]([C:17](=[O:19])[CH3:18])[CH2:10][CH2:9][C:8]2([CH3:16])[CH3:15], predict the reactants needed to synthesize it. The reactants are: [Cl:1][CH2:2][CH2:3][CH2:4][C:5]1[CH:6]=[C:7]2[C:12](=[CH:13][CH:14]=1)[NH:11][CH2:10][CH2:9][C:8]2([CH3:16])[CH3:15].[C:17](O)(=[O:19])[CH3:18]. (5) Given the product [NH2:13][C:11]1[CH:10]=[CH:9][C:8]([CH3:16])=[C:7]([S:4]([NH:3][O:2][CH3:1])(=[O:5])=[O:6])[CH:12]=1, predict the reactants needed to synthesize it. The reactants are: [CH3:1][O:2][NH:3][S:4]([C:7]1[CH:12]=[C:11]([N+:13]([O-])=O)[CH:10]=[CH:9][C:8]=1[CH3:16])(=[O:6])=[O:5].NN. (6) The reactants are: [Cl:1][C:2]1[N:10]=[C:9]2[C:5]([N:6]=[CH:7][N:8]2[CH:11]2[CH2:16][CH2:15][CH2:14][CH2:13][O:12]2)=[C:4]([N:17]2[CH2:22][CH2:21][O:20][CH2:19][CH2:18]2)[N:3]=1.CN(CCN(C)C)C.C([Li])CCC.CN([CH:39]=[O:40])C. Given the product [Cl:1][C:2]1[N:10]=[C:9]2[C:5]([N:6]=[C:7]([CH:39]=[O:40])[N:8]2[CH:11]2[CH2:16][CH2:15][CH2:14][CH2:13][O:12]2)=[C:4]([N:17]2[CH2:22][CH2:21][O:20][CH2:19][CH2:18]2)[N:3]=1, predict the reactants needed to synthesize it.